This data is from Full USPTO retrosynthesis dataset with 1.9M reactions from patents (1976-2016). The task is: Predict the reactants needed to synthesize the given product. (1) Given the product [CH2:1]([N:8]([CH2:9][C:10]1[C:11]([Cl:16])=[N:12][CH:13]=[CH:14][CH:15]=1)[CH2:18][CH2:19][OH:20])[C:2]1[CH:3]=[CH:4][CH:5]=[CH:6][CH:7]=1, predict the reactants needed to synthesize it. The reactants are: [CH2:1]([N:8]([CH2:18][CH2:19][O:20][Si](C(C)(C)C)(C)C)[C:9](=O)[C:10]1[CH:15]=[CH:14][CH:13]=[N:12][C:11]=1[Cl:16])[C:2]1[CH:7]=[CH:6][CH:5]=[CH:4][CH:3]=1.CO. (2) Given the product [Cl:8][C:6]1[CH:5]=[CH:4][C:3]([CH:9]([NH:11][C:12]2[CH:17]=[CH:16][C:15]([C:18]3[CH:23]=[CH:22][C:21]([Cl:24])=[CH:20][CH:19]=3)=[CH:14][CH:13]=2)[CH3:10])=[C:2]([C:33]2[CH:34]=[CH:35][C:30]([C:28]([O:27][CH2:25][CH3:26])=[O:29])=[CH:31][CH:32]=2)[CH:7]=1, predict the reactants needed to synthesize it. The reactants are: Br[C:2]1[CH:7]=[C:6]([Cl:8])[CH:5]=[CH:4][C:3]=1[CH:9]([NH:11][C:12]1[CH:17]=[CH:16][C:15]([C:18]2[CH:23]=[CH:22][C:21]([Cl:24])=[CH:20][CH:19]=2)=[CH:14][CH:13]=1)[CH3:10].[CH2:25]([O:27][C:28]([C:30]1[CH:35]=[CH:34][C:33](B(O)O)=[CH:32][CH:31]=1)=[O:29])[CH3:26].C([O-])([O-])=O.[K+].[K+]. (3) Given the product [CH3:1][N:2]([CH3:7])[CH2:3][CH2:4][CH2:5][NH:6][C:18]([N:14]1[C:15]2[C:11](=[CH:10][C:9]([Cl:8])=[CH:17][CH:16]=2)[CH2:12][C:13]1=[O:30])=[O:19], predict the reactants needed to synthesize it. The reactants are: [CH3:1][N:2]([CH3:7])[CH2:3][CH2:4][CH2:5][NH2:6].[Cl:8][C:9]1[CH:10]=[C:11]2[C:15](=[CH:16][CH:17]=1)[N:14]([C:18](OC1C=CC([N+]([O-])=O)=CC=1)=[O:19])[C:13](=[O:30])[CH2:12]2. (4) The reactants are: O[C@@H]1CC[C@H]([N:8]2[C:16](=O)[C:15]3[C:10](=[CH:11][CH:12]=[CH:13]C=3)C2=O)CC1.CC1C=C2C(C=NN2)=CC=1O.[CH3:30][C:31]1[C:39]([OH:40])=[CH:38][CH:37]=[C:36]2[C:32]=1[CH:33]=[N:34][NH:35]2. Given the product [NH:8]1[CH:13]=[CH:12][CH:11]=[C:10]([O:40][C:39]2[C:31]([CH3:30])=[C:32]3[C:36](=[CH:37][CH:38]=2)[NH:35][N:34]=[CH:33]3)[CH:15]=[CH:16]1, predict the reactants needed to synthesize it. (5) Given the product [NH2:26][C:9]1[N:8]=[C:7]([O:6][C@@H:2]([CH3:1])[CH2:3][CH2:4][CH3:5])[N:15]=[C:14]2[C:10]=1[NH:11][C:12](=[O:24])[N:13]2[CH2:16][CH2:17][CH:18]1[CH2:23][CH2:22][CH2:21][NH:20][CH2:19]1, predict the reactants needed to synthesize it. The reactants are: [CH3:1][C@H:2]([O:6][C:7]1[N:15]=[C:14]2[C:10]([N:11]=[C:12]([O:24]C)[N:13]2[CH2:16][CH2:17][CH:18]2[CH2:23][CH2:22][CH2:21][NH:20][CH2:19]2)=[C:9]([NH2:26])[N:8]=1)[CH2:3][CH2:4][CH3:5].Cl.O1CCOCC1. (6) Given the product [N+:12]([C:9]1[CH:8]=[CH:7][C:6]([CH:5]2[S:27][C:18]3=[N:17][C:26]4[C:21]([CH2:20][N:19]3[C:4]2=[O:16])=[CH:22][CH:23]=[CH:24][CH:25]=4)=[CH:11][CH:10]=1)([O-:14])=[O:13], predict the reactants needed to synthesize it. The reactants are: C(O[C:4](=[O:16])[CH:5](Br)[C:6]1[CH:11]=[CH:10][C:9]([N+:12]([O-:14])=[O:13])=[CH:8][CH:7]=1)C.[NH:17]1[C:26]2[C:21](=[CH:22][CH:23]=[CH:24][CH:25]=2)[CH2:20][NH:19][C:18]1=[S:27]. (7) Given the product [C:1]1([C:12]2[CH:17]=[CH:16][CH:15]=[CH:14][CH:13]=2)[CH:6]=[CH:5][CH:4]=[C:3]([CH2:7][N:8]([CH3:20])[C:9](=[O:11])[CH3:10])[CH:2]=1, predict the reactants needed to synthesize it. The reactants are: [C:1]1([C:12]2[CH:17]=[CH:16][CH:15]=[CH:14][CH:13]=2)[CH:6]=[CH:5][CH:4]=[C:3]([CH2:7][NH:8][C:9](=[O:11])[CH3:10])[CH:2]=1.[H-].[Na+].[CH3:20]I. (8) Given the product [CH3:32][C:12]([O:11][C:3]1[S:2][C:10]2[CH2:9][CH2:8][N:7]([CH:19]([C:20]([CH:22]3[CH2:24][CH2:23]3)=[O:21])[C:25]3[CH:30]=[CH:29][CH:28]=[CH:27][C:26]=3[F:31])[CH2:6][C:5]=2[CH:4]=1)=[O:15], predict the reactants needed to synthesize it. The reactants are: Cl.[S:2]1[CH:10]2[C:5]([CH2:6][NH:7][CH2:8][CH2:9]2)=[CH:4][C:3]1=[O:11].[C:12](=[O:15])([O-])[O-].[K+].[K+].Br[CH:19]([C:25]1[CH:30]=[CH:29][CH:28]=[CH:27][C:26]=1[F:31])[C:20]([CH:22]1[CH2:24][CH2:23]1)=[O:21].[C:32](#N)C. (9) Given the product [CH:29]1([CH2:28][CH:27]([N:4]2[C:3](=[O:15])[CH:2]=[C:7]([O:23][C:21]3[CH:20]=[CH:19][CH:18]=[C:17]([CH3:16])[N:22]=3)[CH:6]=[N:5]2)[C:26]([OH:25])=[O:35])[CH2:33][CH2:32][CH2:31][CH2:30]1, predict the reactants needed to synthesize it. The reactants are: Cl[C:2]1[C:3](=[O:15])[N:4](C2CCCCO2)[N:5]=[CH:6][C:7]=1Cl.[CH3:16][C:17]1[N:22]=[C:21]([OH:23])[CH:20]=[CH:19][CH:18]=1.C[O:25][C:26](=[O:35])[CH:27](Br)[CH2:28][CH:29]1[CH2:33][CH2:32][CH2:31][CH2:30]1. (10) Given the product [C:1]([C:5]1[N:6]=[C:7]([NH:26][CH2:25][CH2:24][C:21]2[CH:22]=[N:23][C:18]([O:17][CH3:16])=[CH:19][CH:20]=2)[C:8]2[N:9]([C:11](=[O:14])[NH:12][N:13]=2)[CH:10]=1)([CH3:4])([CH3:3])[CH3:2], predict the reactants needed to synthesize it. The reactants are: [C:1]([C:5]1[N:6]=[C:7](Cl)[C:8]2[N:9]([C:11](=[O:14])[NH:12][N:13]=2)[CH:10]=1)([CH3:4])([CH3:3])[CH3:2].[CH3:16][O:17][C:18]1[N:23]=[CH:22][C:21]([CH2:24][CH2:25][NH2:26])=[CH:20][CH:19]=1.